From a dataset of NCI-60 drug combinations with 297,098 pairs across 59 cell lines. Regression. Given two drug SMILES strings and cell line genomic features, predict the synergy score measuring deviation from expected non-interaction effect. (1) Drug 1: CC1C(C(CC(O1)OC2CC(CC3=C2C(=C4C(=C3O)C(=O)C5=C(C4=O)C(=CC=C5)OC)O)(C(=O)C)O)N)O.Cl. Drug 2: CCC1(C2=C(COC1=O)C(=O)N3CC4=CC5=C(C=CC(=C5CN(C)C)O)N=C4C3=C2)O.Cl. Cell line: SN12C. Synergy scores: CSS=43.4, Synergy_ZIP=-10.0, Synergy_Bliss=-3.03, Synergy_Loewe=-12.4, Synergy_HSA=-0.706. (2) Drug 1: C1C(C(OC1N2C=NC3=C(N=C(N=C32)Cl)N)CO)O. Drug 2: C1=CC=C(C=C1)NC(=O)CCCCCCC(=O)NO. Cell line: HS 578T. Synergy scores: CSS=11.1, Synergy_ZIP=-2.67, Synergy_Bliss=5.80, Synergy_Loewe=1.89, Synergy_HSA=3.77. (3) Drug 1: COC1=C(C=C2C(=C1)N=CN=C2NC3=CC(=C(C=C3)F)Cl)OCCCN4CCOCC4. Drug 2: CC(C1=C(C=CC(=C1Cl)F)Cl)OC2=C(N=CC(=C2)C3=CN(N=C3)C4CCNCC4)N. Cell line: RPMI-8226. Synergy scores: CSS=28.4, Synergy_ZIP=6.56, Synergy_Bliss=10.2, Synergy_Loewe=5.45, Synergy_HSA=5.38. (4) Drug 1: C1=C(C(=O)NC(=O)N1)N(CCCl)CCCl. Drug 2: CCCCC(=O)OCC(=O)C1(CC(C2=C(C1)C(=C3C(=C2O)C(=O)C4=C(C3=O)C=CC=C4OC)O)OC5CC(C(C(O5)C)O)NC(=O)C(F)(F)F)O. Cell line: DU-145. Synergy scores: CSS=16.6, Synergy_ZIP=-7.83, Synergy_Bliss=-3.94, Synergy_Loewe=-4.59, Synergy_HSA=-4.59. (5) Drug 1: C1CC(=O)NC(=O)C1N2CC3=C(C2=O)C=CC=C3N. Drug 2: CCC1(CC2CC(C3=C(CCN(C2)C1)C4=CC=CC=C4N3)(C5=C(C=C6C(=C5)C78CCN9C7C(C=CC9)(C(C(C8N6C=O)(C(=O)OC)O)OC(=O)C)CC)OC)C(=O)OC)O.OS(=O)(=O)O. Cell line: RPMI-8226. Synergy scores: CSS=22.7, Synergy_ZIP=-3.83, Synergy_Bliss=1.62, Synergy_Loewe=-2.53, Synergy_HSA=-2.53. (6) Drug 1: CCC1=C2CN3C(=CC4=C(C3=O)COC(=O)C4(CC)O)C2=NC5=C1C=C(C=C5)O. Drug 2: C1CN(P(=O)(OC1)NCCCl)CCCl. Cell line: RXF 393. Synergy scores: CSS=8.84, Synergy_ZIP=2.36, Synergy_Bliss=-0.941, Synergy_Loewe=-8.01, Synergy_HSA=0.614. (7) Drug 2: CCC1=C2CN3C(=CC4=C(C3=O)COC(=O)C4(CC)O)C2=NC5=C1C=C(C=C5)O. Synergy scores: CSS=37.1, Synergy_ZIP=-5.52, Synergy_Bliss=-0.476, Synergy_Loewe=-0.242, Synergy_HSA=2.56. Drug 1: COC1=CC(=CC(=C1O)OC)C2C3C(COC3=O)C(C4=CC5=C(C=C24)OCO5)OC6C(C(C7C(O6)COC(O7)C8=CC=CS8)O)O. Cell line: SK-OV-3.